This data is from Full USPTO retrosynthesis dataset with 1.9M reactions from patents (1976-2016). The task is: Predict the reactants needed to synthesize the given product. Given the product [NH2:34][C@H:35]([CH:36]([CH3:38])[CH3:37])[C:39]([NH:22][CH2:21][C@@H:20]([OH:23])[CH2:19][P:10]([CH2:12][CH:13]1[CH2:14][CH2:15][CH2:16][CH2:17][CH2:18]1)(=[O:11])[OH:9])=[O:40], predict the reactants needed to synthesize it. The reactants are: Cl.C([O:9][P:10]([CH2:19][C@H:20]([OH:23])[CH2:21][NH2:22])([CH2:12][CH:13]1[CH2:18][CH2:17][CH2:16][CH2:15][CH2:14]1)=[O:11])C1C=CC=CC=1.C([NH:34][C@@H:35]([C:39](O)=[O:40])[CH:36]([CH3:38])[CH3:37])(OCC1C=CC=CC=1)=O.